Dataset: NCI-60 drug combinations with 297,098 pairs across 59 cell lines. Task: Regression. Given two drug SMILES strings and cell line genomic features, predict the synergy score measuring deviation from expected non-interaction effect. Drug 1: CN(CC1=CN=C2C(=N1)C(=NC(=N2)N)N)C3=CC=C(C=C3)C(=O)NC(CCC(=O)O)C(=O)O. Drug 2: C1=NC2=C(N1)C(=S)N=CN2. Cell line: M14. Synergy scores: CSS=47.6, Synergy_ZIP=-4.78, Synergy_Bliss=-6.48, Synergy_Loewe=-2.98, Synergy_HSA=-1.67.